From a dataset of Reaction yield outcomes from USPTO patents with 853,638 reactions. Predict the reaction yield, written as a fraction of the theoretical maximum amount of product (1.0 means a 100% yield; for example, 0.34 means a 34% yield). (1) The reactants are C(=O)([O-])[O-].[Na+].[Na+].[Br:7][C:8]1[CH:13]=[CH:12][CH:11]=[CH:10][C:9]=1B(O)O.FC(F)(F)S(O[C:23]1[CH2:28][C:27]([CH3:30])([CH3:29])[CH2:26][C:25]([CH3:32])([CH3:31])[CH:24]=1)(=O)=O. The catalyst is C1(C)C=CC=CC=1.C1C=CC([P]([Pd]([P](C2C=CC=CC=2)(C2C=CC=CC=2)C2C=CC=CC=2)([P](C2C=CC=CC=2)(C2C=CC=CC=2)C2C=CC=CC=2)[P](C2C=CC=CC=2)(C2C=CC=CC=2)C2C=CC=CC=2)(C2C=CC=CC=2)C2C=CC=CC=2)=CC=1. The product is [Br:7][C:8]1[CH:13]=[CH:12][CH:11]=[CH:10][C:9]=1[C:23]1[CH2:28][C:27]([CH3:30])([CH3:29])[CH2:26][C:25]([CH3:32])([CH3:31])[CH:24]=1. The yield is 0.390. (2) The reactants are [Cl:1][C:2]1[CH:7]=[CH:6][C:5]([NH:8][C:9]([CH:11]2[CH2:16][N:15]([C:17](=[O:29])[C:18]3[CH:23]=[CH:22][CH:21]=[C:20]([C:24]4[O:25][CH:26]=[CH:27][CH:28]=4)[CH:19]=3)[CH2:14][CH2:13][NH:12]2)=[O:10])=[CH:4][CH:3]=1.[N:30]([CH:33]([CH3:35])[CH3:34])=[C:31]=[O:32]. The catalyst is ClCCl. The product is [Cl:1][C:2]1[CH:7]=[CH:6][C:5]([NH:8][C:9]([CH:11]2[CH2:16][N:15]([C:17](=[O:29])[C:18]3[CH:23]=[CH:22][CH:21]=[C:20]([C:24]4[O:25][CH:26]=[CH:27][CH:28]=4)[CH:19]=3)[CH2:14][CH2:13][N:12]2[C:31]([NH:30][CH:33]([CH3:35])[CH3:34])=[O:32])=[O:10])=[CH:4][CH:3]=1. The yield is 0.720. (3) The reactants are [CH3:1][O:2][C:3]1[C:10]([O:11][CH3:12])=[CH:9][C:6]([CH:7]=[O:8])=[C:5]([N+:13]([O-])=O)[CH:4]=1.[Cl-].[NH4+]. The catalyst is C(O)C.O.C(Cl)Cl.[Fe]. The product is [NH2:13][C:5]1[CH:4]=[C:3]([O:2][CH3:1])[C:10]([O:11][CH3:12])=[CH:9][C:6]=1[CH:7]=[O:8]. The yield is 0.930. (4) The reactants are [CH2:1]([O:3][C:4]([C:6]1[CH:10]=[CH:9][NH:8][CH:7]=1)=[O:5])[CH3:2].N1C=CC(C(O)=O)=C1.[Cl:19][C:20]1[N:28]=[CH:27][CH:26]=[CH:25][C:21]=1[C:22](Cl)=[O:23].[Sn](Cl)(Cl)(Cl)Cl. The catalyst is C1C=CC=CC=1.C(OCC)(=O)C. The product is [CH2:1]([O:3][C:4]([C:6]1[C:10]([C:22]([C:21]2[C:20]([Cl:19])=[N:28][CH:27]=[CH:26][CH:25]=2)=[O:23])=[CH:9][NH:8][CH:7]=1)=[O:5])[CH3:2]. The yield is 0.100. (5) The product is [Cl:2][C:3]1[CH:8]=[CH:7][C:6]([C:9]2[CH2:14][CH2:13][N:12]([S:39]([C:37]3[CH:36]=[CH:35][C:33]4[O:34][C:30]([C:24]5[CH:25]=[CH:26][CH:27]=[CH:28][CH:29]=5)([C:43]5[CH:44]=[CH:45][CH:46]=[CH:47][CH:48]=5)[O:31][C:32]=4[CH:38]=3)(=[O:40])=[O:41])[CH2:11][CH:10]=2)=[CH:5][CH:4]=1. The yield is 0.0500. The catalyst is C(Cl)Cl. The reactants are Cl.[Cl:2][C:3]1[CH:8]=[CH:7][C:6]([CH:9]2[CH:14]=[CH:13][NH:12][CH2:11][CH2:10]2)=[CH:5][CH:4]=1.C(N(C(C)C)C(C)C)C.[C:24]1([C:30]2([C:43]3[CH:48]=[CH:47][CH:46]=[CH:45][CH:44]=3)[O:34][C:33]3[CH:35]=[CH:36][C:37]([S:39](Cl)(=[O:41])=[O:40])=[CH:38][C:32]=3[O:31]2)[CH:29]=[CH:28][CH:27]=[CH:26][CH:25]=1.Cl. (6) The reactants are C([NH:4][CH2:5][C@H:6]([C:8]1[CH:9]=[CH:10][CH:11]=[C:12]2[C:17]=1[N:16]=[CH:15][CH:14]=[C:13]2[C:18]([NH:20][CH3:21])=[O:19])[CH3:7])(=O)C.[ClH:22].[OH-].[Na+].Cl.CC(O)C.Cl.NC[C@H](C1C=CC=C2C=1N=CC=C2C(NC)=O)C. The catalyst is CCOC(C)=O. The product is [ClH:22].[ClH:22].[NH2:4][CH2:5][C@H:6]([C:8]1[CH:9]=[CH:10][CH:11]=[C:12]2[C:17]=1[N:16]=[CH:15][CH:14]=[C:13]2[C:18]([NH:20][CH3:21])=[O:19])[CH3:7]. The yield is 0.610. (7) The catalyst is O. The reactants are [Cl:1][C:2]1[CH:10]=[C:9]2[C:5]([CH2:6][CH2:7][C:8]2([CH3:12])[CH3:11])=[CH:4][CH:3]=1.CC(C)=[O:15].S([O-])([O-])(=O)=O.[Mg+2].[Mn]([O-])(=O)(=O)=O.[K+]. The yield is 0.670. The product is [Cl:1][C:2]1[CH:10]=[C:9]2[C:5](=[CH:4][CH:3]=1)[C:6](=[O:15])[CH2:7][C:8]2([CH3:12])[CH3:11]. (8) The reactants are [Cl:1][C:2]1[N:3]=[C:4]([C:9]([NH:11][C@H:12]2[CH2:17][CH2:16][N:15]([C:18]3[S:19][C:20]([C:26]([O:28][CH2:29][CH3:30])=[O:27])=[C:21]([C:23](O)=[O:24])[N:22]=3)[CH2:14][C@H:13]2[O:31][CH3:32])=[O:10])[NH:5][C:6]=1[CH2:7][CH3:8].[CH3:33][N:34]([CH3:38])[CH2:35][CH2:36][NH2:37].CCN=C=NCCCN(C)C.Cl.C1C=CC2N(O)N=NC=2C=1. No catalyst specified. The product is [Cl:1][C:2]1[N:3]=[C:4]([C:9]([NH:11][C@H:12]2[CH2:17][CH2:16][N:15]([C:18]3[S:19][C:20]([C:26]([O:28][CH2:29][CH3:30])=[O:27])=[C:21]([C:23](=[O:24])[NH:37][CH2:36][CH2:35][N:34]([CH3:38])[CH3:33])[N:22]=3)[CH2:14][C@H:13]2[O:31][CH3:32])=[O:10])[NH:5][C:6]=1[CH2:7][CH3:8]. The yield is 0.830.